This data is from Forward reaction prediction with 1.9M reactions from USPTO patents (1976-2016). The task is: Predict the product of the given reaction. (1) The product is: [NH2:12][C:10]1[CH:11]=[CH:2][CH:3]=[C:4]2[C:9]=1[NH:8][C:7](=[O:15])[CH:6]([NH:16][C:17](=[O:19])[CH3:18])[CH2:5]2. Given the reactants Br[C:2]1[CH:3]=[C:4]2[C:9](=[C:10]([N+:12]([O-])=O)[CH:11]=1)[NH:8][C:7](=[O:15])[CH:6]([NH:16][C:17](=[O:19])[CH3:18])[CH2:5]2.C([O-])=O.[NH4+].O, predict the reaction product. (2) The product is: [CH3:33][N:25]1[C:24](=[O:34])[C:23]2=[CH:35][NH:20][N:21]=[C:22]2[N:27]2[CH2:28][C:29]([CH3:32])([CH3:31])[N:30]=[C:26]12. Given the reactants C(O)(C(F)(F)F)=O.O(C1C=CC(C[N:20]2[CH:35]=[C:23]3[C:24](=[O:34])[N:25]([CH3:33])[C:26]4[N:27]([CH2:28][C:29]([CH3:32])([CH3:31])[N:30]=4)[C:22]3=[N:21]2)=CC=1)C1C=CC=CC=1.C(S(O)(=O)=O)(F)(F)F.O, predict the reaction product. (3) Given the reactants [C:1]([O:5][C:6](=[O:22])[NH:7][CH2:8][C:9]1[N:10]=[N:11][N:12]([CH2:14][C:15]2[CH:20]=[CH:19][CH:18]=[C:17](Br)[N:16]=2)[CH:13]=1)([CH3:4])([CH3:3])[CH3:2].[NH2:23][C:24]1[S:25][C:26]([C:32]2[C:37]([F:38])=[CH:36][C:35]([C:39]([OH:42])([CH3:41])[CH3:40])=[CH:34][C:33]=2[F:43])=[CH:27][C:28]=1[C:29]([NH2:31])=[O:30], predict the reaction product. The product is: [C:1]([O:5][C:6](=[O:22])[NH:7][CH2:8][C:9]1[N:10]=[N:11][N:12]([CH2:14][C:15]2[CH:20]=[CH:19][CH:18]=[C:17]([NH:23][C:24]3[S:25][C:26]([C:32]4[C:33]([F:43])=[CH:34][C:35]([C:39]([OH:42])([CH3:40])[CH3:41])=[CH:36][C:37]=4[F:38])=[CH:27][C:28]=3[C:29]([NH2:31])=[O:30])[N:16]=2)[CH:13]=1)([CH3:4])([CH3:3])[CH3:2]. (4) Given the reactants Cl[C:2]1[NH:3][C:4](=[O:14])[C:5]2[C:10]([CH:11]=1)=[C:9]([Cl:12])[CH:8]=[C:7]([F:13])[CH:6]=2.[CH3:15][N:16]1[CH2:21][CH2:20][NH:19][CH2:18][CH2:17]1, predict the reaction product. The product is: [Cl:12][C:9]1[CH:8]=[C:7]([F:13])[CH:6]=[C:5]2[C:10]=1[CH:11]=[C:2]([N:19]1[CH2:20][CH2:21][N:16]([CH3:15])[CH2:17][CH2:18]1)[NH:3][C:4]2=[O:14]. (5) Given the reactants [C@@H:1]1([N:17]2[C:26]3[N:25]=[CH:24][N:23]=[C:21]([NH2:22])[C:20]=3[N:19]=[CH:18]2)[O:16][C@H:6]([CH2:7][S:8][CH2:9][CH2:10][C@@H:11]([C:13]([OH:15])=[O:14])[NH2:12])[C@@H:4]([OH:5])[C@H:2]1[OH:3].[C:27](O)(=O)C.C(Br)C1C=CC=CC=1, predict the reaction product. The product is: [CH3:27][S+:8]([CH2:7][C@H:6]1[O:16][C@@H:1]([N:17]2[C:26]3[N:25]=[CH:24][N:23]=[C:21]([NH2:22])[C:20]=3[N:19]=[CH:18]2)[C@H:2]([OH:3])[C@@H:4]1[OH:5])[CH2:9][CH2:10][C@H:11]([NH2:12])[C:13]([O-:15])=[O:14]. (6) Given the reactants C([C:5]1[CH:10]=[CH:9][CH:8]=[C:7]([S:11]([NH:14][C:15]([CH3:18])([CH3:17])[CH3:16])(=[O:13])=[O:12])[C:6]=1B(O)O)C(C)C.Br[C:23]1[CH:34]=[CH:33][C:26]([CH2:27][N:28]2[CH:32]=[CH:31][N:30]=[CH:29]2)=[CH:25][CH:24]=1.[OH-].[Na+].[C:37]1([CH3:43])[CH:42]=CC=C[CH:38]=1, predict the reaction product. The product is: [N:28]1([CH2:27][C:26]2[CH:33]=[CH:34][C:23]([C:6]3[CH:5]=[C:10]([CH2:38][CH:37]([CH3:43])[CH3:42])[CH:9]=[CH:8][C:7]=3[S:11]([NH:14][C:15]([CH3:16])([CH3:17])[CH3:18])(=[O:12])=[O:13])=[CH:24][CH:25]=2)[CH:32]=[CH:31][N:30]=[CH:29]1.